Dataset: Forward reaction prediction with 1.9M reactions from USPTO patents (1976-2016). Task: Predict the product of the given reaction. (1) Given the reactants Cl[C:2]1[CH:7]=[CH:6][C:5]([CH:8]([C:26]2[CH:31]=[CH:30][C:29]([Cl:32])=[CH:28][CH:27]=2)[N:9]2[CH2:12][CH:11]([CH:13]([C:18]3[CH:23]=[C:22]([F:24])[CH:21]=[C:20]([F:25])[CH:19]=3)[C:14]([CH3:17])([OH:16])[CH3:15])[CH2:10]2)=[CH:4][CH:3]=1.[OH-].[Na+].C([O-])(O)=O.[Na+].C(Cl)[Cl:41], predict the reaction product. The product is: [Cl:41][C:7]1[CH:6]=[C:5]([CH:8]([C:26]2[CH:31]=[CH:30][C:29]([Cl:32])=[CH:28][CH:27]=2)[N:9]2[CH2:12][CH:11]([CH:13]([C:18]3[CH:23]=[C:22]([F:24])[CH:21]=[C:20]([F:25])[CH:19]=3)[C:14]([CH3:15])([OH:16])[CH3:17])[CH2:10]2)[CH:4]=[CH:3][CH:2]=1. (2) The product is: [Br:10][C:11]1[CH:12]=[C:13]([O:18][CH3:19])[C:14]([O:3][CH2:4][C:5]2([C:8]#[N:9])[CH2:7][CH2:6]2)=[N:15][CH:16]=1. Given the reactants [H-].[Na+].[OH:3][CH2:4][C:5]1([C:8]#[N:9])[CH2:7][CH2:6]1.[Br:10][C:11]1[CH:12]=[C:13]([O:18][CH3:19])[C:14](Cl)=[N:15][CH:16]=1, predict the reaction product. (3) Given the reactants [O:1]=[C:2]1[C:11]2[C:6](=[CH:7][CH:8]=[CH:9][CH:10]=2)[N:5]=[C:4]([CH2:12][CH2:13][CH2:14][C:15]([OH:17])=O)[NH:3]1.FC(F)(F)C(O)=O.[Cl:25][C:26]1[CH:31]=[CH:30][CH:29]=[CH:28][C:27]=1[C:32]1[O:33][C:34]([CH:37]2[CH2:42][CH2:41][NH:40][CH2:39][CH2:38]2)=[N:35][N:36]=1, predict the reaction product. The product is: [Cl:25][C:26]1[CH:31]=[CH:30][CH:29]=[CH:28][C:27]=1[C:32]1[O:33][C:34]([CH:37]2[CH2:42][CH2:41][N:40]([C:15](=[O:17])[CH2:14][CH2:13][CH2:12][C:4]3[NH:3][C:2](=[O:1])[C:11]4[C:6](=[CH:7][CH:8]=[CH:9][CH:10]=4)[N:5]=3)[CH2:39][CH2:38]2)=[N:35][N:36]=1.